From a dataset of NCI-60 drug combinations with 297,098 pairs across 59 cell lines. Regression. Given two drug SMILES strings and cell line genomic features, predict the synergy score measuring deviation from expected non-interaction effect. Drug 1: CC1C(C(CC(O1)OC2CC(OC(C2O)C)OC3=CC4=CC5=C(C(=O)C(C(C5)C(C(=O)C(C(C)O)O)OC)OC6CC(C(C(O6)C)O)OC7CC(C(C(O7)C)O)OC8CC(C(C(O8)C)O)(C)O)C(=C4C(=C3C)O)O)O)O. Drug 2: C1CNP(=O)(OC1)N(CCCl)CCCl. Cell line: CCRF-CEM. Synergy scores: CSS=31.8, Synergy_ZIP=-0.490, Synergy_Bliss=0.0447, Synergy_Loewe=-64.1, Synergy_HSA=0.161.